From a dataset of Full USPTO retrosynthesis dataset with 1.9M reactions from patents (1976-2016). Predict the reactants needed to synthesize the given product. (1) Given the product [NH2:8][CH2:7][CH:6]([CH2:16][C:17]1[CH:22]=[CH:21][C:20]([CH2:23][CH2:24][O:25][C:26]2[C:27]([Cl:34])=[CH:28][C:29]([CH3:33])=[CH:30][C:31]=2[Cl:32])=[CH:19][CH:18]=1)[C:5]([N:4]([CH:1]1[CH2:3][CH2:2]1)[CH2:36][C:37]1[CH:42]=[CH:41][CH:40]=[C:39]([Cl:43])[C:38]=1[Cl:44])=[O:35], predict the reactants needed to synthesize it. The reactants are: [CH:1]1([N:4]([CH2:36][C:37]2[CH:42]=[CH:41][CH:40]=[C:39]([Cl:43])[C:38]=2[Cl:44])[C:5](=[O:35])[CH:6]([CH2:16][C:17]2[CH:22]=[CH:21][C:20]([CH2:23][CH2:24][O:25][C:26]3[C:31]([Cl:32])=[CH:30][C:29]([CH3:33])=[CH:28][C:27]=3[Cl:34])=[CH:19][CH:18]=2)[CH2:7][NH:8]C(=O)OC(C)(C)C)[CH2:3][CH2:2]1.Cl. (2) Given the product [CH3:24][O:25][N:18]=[C:16]1[C:15]2[C:10](=[CH:11][CH:12]=[C:13]([C:19]([F:22])([F:20])[F:21])[CH:14]=2)[NH:9][C@H:8]([CH2:6][CH3:7])[CH2:17]1, predict the reactants needed to synthesize it. The reactants are: CS(O)(=O)=O.[CH2:6]([C@@H:8]1[CH2:17][C@H:16]([NH2:18])[C:15]2[C:10](=[CH:11][CH:12]=[C:13]([C:19]([F:22])([F:21])[F:20])[CH:14]=2)[NH:9]1)[CH3:7].Cl.[CH3:24][O:25]N.C([O-])(=O)C.[Na+].